Regression. Given two drug SMILES strings and cell line genomic features, predict the synergy score measuring deviation from expected non-interaction effect. From a dataset of NCI-60 drug combinations with 297,098 pairs across 59 cell lines. Cell line: OVCAR-8. Drug 2: CC1=C(C=C(C=C1)NC(=O)C2=CC=C(C=C2)CN3CCN(CC3)C)NC4=NC=CC(=N4)C5=CN=CC=C5. Synergy scores: CSS=5.63, Synergy_ZIP=0.673, Synergy_Bliss=4.91, Synergy_Loewe=0.798, Synergy_HSA=1.76. Drug 1: CN(C)N=NC1=C(NC=N1)C(=O)N.